This data is from Catalyst prediction with 721,799 reactions and 888 catalyst types from USPTO. The task is: Predict which catalyst facilitates the given reaction. (1) The catalyst class is: 2. Product: [C:8]([OH:21])(=[O:9])[CH3:10].[O:1]=[CH:2][C:3]1[CH:11]=[CH:10][C:8]([OH:9])=[C:5]([O:6][CH3:7])[CH:4]=1. Reactant: [O:1]=[CH:2][C:3]1[CH:11]=[CH:10][C:8]([OH:9])=[C:5]([O:6][CH3:7])[CH:4]=1.C(N(CC)CC)C.C(Cl)(=[O:21])C. (2) Reactant: [C:1]([NH2:9])(=[S:8])[C:2]1[CH:7]=[CH:6][N:5]=[CH:4][CH:3]=1.C([O:12][C:13](=O)[CH:14](Br)[CH2:15][CH3:16])C.N1C=CC=CC=1.C(OCC)(=O)C.CCCCCC. Product: [CH2:15]([C:14]1[S:8][C:1]([C:2]2[CH:7]=[CH:6][N:5]=[CH:4][CH:3]=2)=[N:9][C:13]=1[OH:12])[CH3:16]. The catalyst class is: 8. (3) Reactant: C(O[C:6](=[O:22])[NH:7][CH:8]1[CH2:12][CH2:11][N:10]([C:13]2[C:18]([CH:19]=[O:20])=[C:17]([NH2:21])[N:16]=[CH:15][N:14]=2)[CH2:9]1)(C)(C)C.[CH:23]([C:26]1[CH:31]=[CH:30][C:29]([N:32]=C=O)=[CH:28][CH:27]=1)([CH3:25])[CH3:24].CCN(C(C)C)C(C)C. Product: [NH2:21][C:17]1[N:16]=[CH:15][N:14]=[C:13]([N:10]2[CH2:11][CH2:12][CH:8]([NH:7][C:6]([NH:32][C:29]3[CH:30]=[CH:31][C:26]([CH:23]([CH3:25])[CH3:24])=[CH:27][CH:28]=3)=[O:22])[CH2:9]2)[C:18]=1[CH:19]=[O:20]. The catalyst class is: 137. (4) Reactant: C(OC(=O)[NH:7][C:8]1([C:12]2[CH:17]=[CH:16][C:15]([C:18]3[C:27]([C:28]4[CH:33]=[CH:32][CH:31]=[CH:30][CH:29]=4)=[CH:26][C:25]4[C:24]5=[N:34][NH:35][C:36](=[O:37])[C:23]5([CH3:38])[CH2:22][CH2:21][C:20]=4[N:19]=3)=[CH:14][CH:13]=2)[CH2:11][CH2:10][CH2:9]1)(C)(C)C. Product: [NH2:7][C:8]1([C:12]2[CH:13]=[CH:14][C:15]([C:18]3[C:27]([C:28]4[CH:29]=[CH:30][CH:31]=[CH:32][CH:33]=4)=[CH:26][C:25]4[C:24]5=[N:34][NH:35][C:36](=[O:37])[C:23]5([CH3:38])[CH2:22][CH2:21][C:20]=4[N:19]=3)=[CH:16][CH:17]=2)[CH2:11][CH2:10][CH2:9]1. The catalyst class is: 67. (5) Reactant: Cl[C:2]1[CH:7]=[CH:6][N:5]=[CH:4][C:3]=1[N+:8]([O-:10])=[O:9].[CH3:11][O:12][C:13]1[CH:19]=[CH:18][C:16]([NH2:17])=[CH:15][CH:14]=1.C([O-])(=O)C.[Na+]. Product: [CH3:11][O:12][C:13]1[CH:19]=[CH:18][C:16]([NH:17][C:2]2[CH:7]=[CH:6][N:5]=[CH:4][C:3]=2[N+:8]([O-:10])=[O:9])=[CH:15][CH:14]=1. The catalyst class is: 40.